Dataset: Catalyst prediction with 721,799 reactions and 888 catalyst types from USPTO. Task: Predict which catalyst facilitates the given reaction. Reactant: [I:1][C:2]1[N:3]=[C:4]([C@@H:8]2[CH2:12][CH2:11][CH2:10][N:9]2[C:13]([O:15][C:16]([CH3:19])([CH3:18])[CH3:17])=[O:14])[NH:5][C:6]=1I.[O-]S([O-])=O.[Na+].[Na+]. Product: [I:1][C:2]1[N:3]=[C:4]([C@@H:8]2[CH2:12][CH2:11][CH2:10][N:9]2[C:13]([O:15][C:16]([CH3:19])([CH3:18])[CH3:17])=[O:14])[NH:5][CH:6]=1. The catalyst class is: 88.